Task: Predict which catalyst facilitates the given reaction.. Dataset: Catalyst prediction with 721,799 reactions and 888 catalyst types from USPTO (1) Reactant: [CH3:1][C:2]1(C)OC(=O)[CH:5]([C:9]([C@@H:11]2[CH2:15][CH2:14][CH2:13][N:12]2[C:16]([O:18][C:19]([CH3:22])([CH3:21])[CH3:20])=[O:17])=[O:10])[C:4](=[O:23])[O:3]1. Product: [CH2:2]([O:3][C:4](=[O:23])[CH2:5][C:9]([C@@H:11]1[CH2:15][CH2:14][CH2:13][N:12]1[C:16]([O:18][C:19]([CH3:22])([CH3:21])[CH3:20])=[O:17])=[O:10])[CH3:1]. The catalyst class is: 14. (2) Reactant: [C:1]([O:5][CH2:6][CH:7]([N:11]1[CH2:15][C:14]([O:16][C:17]2[CH:22]=[CH:21][CH:20]=[CH:19][C:18]=2[O:23][CH3:24])=[CH:13][C:12]1=[O:25])[C:8]([OH:10])=O)([CH3:4])([CH3:3])[CH3:2].CN(C)CCCN=C=NCC.ON1C2C=CC=CC=2N=N1.[NH2:47][C:48]1[CH:52]=[CH:51][N:50]([CH2:53][C:54]([CH3:57])([OH:56])[CH3:55])[N:49]=1. Product: [C:1]([O:5][CH2:6][CH:7]([N:11]1[CH2:15][C:14]([O:16][C:17]2[CH:22]=[CH:21][CH:20]=[CH:19][C:18]=2[O:23][CH3:24])=[CH:13][C:12]1=[O:25])[C:8]([NH:47][C:48]1[CH:52]=[CH:51][N:50]([CH2:53][C:54]([OH:56])([CH3:55])[CH3:57])[N:49]=1)=[O:10])([CH3:3])([CH3:4])[CH3:2]. The catalyst class is: 4. (3) Reactant: C(N(CC)CC)C.[Cl:8][C:9]1[CH:17]=[CH:16][C:12]([C:13]([OH:15])=O)=[CH:11][C:10]=1[NH:18][C:19]([C:21]1[C:32](=[O:33])[NH:31][C:24]2[N:25]=[C:26]([O:29][CH3:30])[N:27]=[CH:28][C:23]=2[CH:22]=1)=[O:20].CN(C(ON1N=NC2C=CC=NC1=2)=[N+](C)C)C.F[P-](F)(F)(F)(F)F.[Cl:58][C:59]1[CH:60]=[C:61]([CH2:65][CH2:66][NH2:67])[CH:62]=[CH:63][CH:64]=1. Product: [Cl:8][C:9]1[CH:17]=[CH:16][C:12]([C:13](=[O:15])[NH:67][CH2:66][CH2:65][C:61]2[CH:62]=[CH:63][CH:64]=[C:59]([Cl:58])[CH:60]=2)=[CH:11][C:10]=1[NH:18][C:19]([C:21]1[C:32](=[O:33])[NH:31][C:24]2[N:25]=[C:26]([O:29][CH3:30])[N:27]=[CH:28][C:23]=2[CH:22]=1)=[O:20]. The catalyst class is: 3. (4) Reactant: C(O)(C(F)(F)F)=O.C(OC([NH:15][C@@H:16]([C:22]([N:24]([CH:42]1[CH2:44][CH2:43]1)[CH2:25][C:26]([NH:28][CH2:29][C:30]1[CH:35]=[C:34]([Cl:36])[CH:33]=[CH:32][C:31]=1[N:37]1[CH:41]=[N:40][N:39]=[N:38]1)=[O:27])=[O:23])[CH2:17][C:18]([CH3:21])([CH3:20])[CH3:19])=O)(C)(C)C. Product: [CH3:19][C:18]([CH3:21])([CH3:20])[CH2:17][C@H:16]([C:22]([N:24]([CH:42]1[CH2:44][CH2:43]1)[CH2:25][C:26]([NH:28][CH2:29][C:30]1[CH:35]=[C:34]([Cl:36])[CH:33]=[CH:32][C:31]=1[N:37]1[CH:41]=[N:40][N:39]=[N:38]1)=[O:27])=[O:23])[NH2:15]. The catalyst class is: 2.